This data is from Forward reaction prediction with 1.9M reactions from USPTO patents (1976-2016). The task is: Predict the product of the given reaction. (1) Given the reactants [Cl:1][C:2]1[C:7]([S:8]([N:11]2[CH2:15][CH2:14][CH2:13][CH2:12]2)(=[O:10])=[O:9])=[CH:6][C:5]([C:16]2[NH:17][C:18]([C:30]3[CH:35]=[CH:34][C:33]([Cl:36])=[CH:32][CH:31]=3)([CH3:29])[C:19]([C:22]3[CH:27]=[CH:26][C:25]([Cl:28])=[CH:24][CH:23]=3)([CH3:21])[N:20]=2)=[C:4]([O:37][CH2:38][CH3:39])[CH:3]=1.[C:40](Cl)([Cl:42])=[O:41], predict the reaction product. The product is: [Cl:1][C:2]1[C:7]([S:8]([N:11]2[CH2:12][CH2:13][CH2:14][CH2:15]2)(=[O:9])=[O:10])=[CH:6][C:5]([C:16]2[N:17]([C:40]([Cl:42])=[O:41])[C:18]([C:30]3[CH:31]=[CH:32][C:33]([Cl:36])=[CH:34][CH:35]=3)([CH3:29])[C:19]([C:22]3[CH:23]=[CH:24][C:25]([Cl:28])=[CH:26][CH:27]=3)([CH3:21])[N:20]=2)=[C:4]([O:37][CH2:38][CH3:39])[CH:3]=1. (2) Given the reactants [C:1]12([C:11]3[CH:12]=[C:13]([C:19]4[CH:20]=[C:21](C=O)[CH:22]=[N:23][CH:24]=4)[CH:14]=[C:15]([F:18])[C:16]=3[OH:17])[CH2:10][CH:5]3[CH2:6][CH:7]([CH2:9][CH:3]([CH2:4]3)[CH2:2]1)[CH2:8]2.[S:27]1[CH2:33][C:31](=[O:32])[NH:30][C:28]1=S.[NH:34]1[CH2:39][CH2:38][O:37][CH2:36][CH2:35]1, predict the reaction product. The product is: [C:1]12([C:11]3[CH:12]=[C:13]([C:19]4[CH:20]=[C:21]([CH:33]5[S:27][C:28]([N:34]6[CH2:39][CH2:38][O:37][CH2:36][CH2:35]6)=[N:30][C:31]5=[O:32])[CH:22]=[N:23][CH:24]=4)[CH:14]=[C:15]([F:18])[C:16]=3[OH:17])[CH2:10][CH:5]3[CH2:4][CH:3]([CH2:9][CH:7]([CH2:6]3)[CH2:8]1)[CH2:2]2.